This data is from Forward reaction prediction with 1.9M reactions from USPTO patents (1976-2016). The task is: Predict the product of the given reaction. (1) Given the reactants C(=O)([O-])[O-].[K+].[K+].[CH3:7][O:8][C:9]1[C:19]([O:20][CH3:21])=[CH:18][C:12]2[C@@H:13]([CH2:15][NH:16][CH3:17])[CH2:14][C:11]=2[CH:10]=1.O.ClCCl.Br[CH2:27][CH2:28][CH2:29][Cl:30], predict the reaction product. The product is: [Cl:30][CH2:29][CH2:28][CH2:27][N:16]([CH2:15][C@H:13]1[CH2:14][C:11]2[C:12]1=[CH:18][C:19]([O:20][CH3:21])=[C:9]([O:8][CH3:7])[CH:10]=2)[CH3:17]. (2) The product is: [CH2:1]([O:8][C:9]1[CH:10]=[C:11]([N:15]2[C:19]3[N:20]=[C:21]([C:25]4[CH:30]=[CH:29][C:28]([O:31][CH3:32])=[C:27]([F:33])[CH:26]=4)[N:22]=[C:23]([CH3:24])[C:18]=3[C:17]3([CH2:35][CH2:34]3)[CH2:16]2)[CH:12]=[CH:13][CH:14]=1)[C:2]1[CH:7]=[CH:6][CH:5]=[CH:4][CH:3]=1. Given the reactants [CH2:1]([O:8][C:9]1[CH:10]=[C:11]([N:15]2[C:19]3[N:20]=[C:21]([C:25]4[CH:30]=[CH:29][C:28]([O:31][CH3:32])=[C:27]([F:33])[CH:26]=4)[N:22]=[C:23]([CH3:24])[C:18]=3[C:17]3([CH2:35][CH2:34]3)[C:16]2=O)[CH:12]=[CH:13][CH:14]=1)[C:2]1[CH:7]=[CH:6][CH:5]=[CH:4][CH:3]=1, predict the reaction product. (3) Given the reactants [C:1]([O-:9])(=[O:8])[CH:2]([CH2:4][C:5]([O-:7])=[O:6])O.[Na+].[Na+].[NH3:12].C(O)(=O)C(CC(O)=O)O, predict the reaction product. The product is: [NH2:12][C@H:2]([C:1]([OH:9])=[O:8])[CH2:4][C:5]([OH:7])=[O:6]. (4) Given the reactants C(NCC1ON=[C:8]([C:11]2[CH:16]=CC(C)=C[CH:12]=2)[N:7]=1)(C)C.Cl[CH2:19][C:20]([O:22]/[N:23]=[C:24](\[NH2:32])/[C:25]1[CH:30]=[CH:29][C:28]([CH3:31])=[CH:27][CH:26]=1)=O.C(N)C(C)C.C(=O)([O-])[O-].[K+].[K+], predict the reaction product. The product is: [CH2:8]([NH:7][CH2:19][C:20]1[O:22][N:23]=[C:24]([C:25]2[CH:30]=[CH:29][C:28]([CH3:31])=[CH:27][CH:26]=2)[N:32]=1)[CH:11]([CH3:16])[CH3:12]. (5) Given the reactants [F:1][C:2]([F:7])([F:6])[C:3]([OH:5])=[O:4].C(OC(=O)[NH:14][CH2:15][C:16]1[CH:21]=[CH:20][C:19]([Cl:22])=[CH:18][C:17]=1[CH2:23][NH:24][C:25]([C@@H:27]1[CH2:31][CH2:30][CH2:29][N:28]1[C:32]([C:34]1[NH:35][C:36](=[O:40])[CH:37]=[CH:38][CH:39]=1)=[O:33])=[O:26])(C)(C)C, predict the reaction product. The product is: [NH2:14][CH2:15][C:16]1[CH:21]=[CH:20][C:19]([Cl:22])=[CH:18][C:17]=1[CH2:23][NH:24][C:25]([C@@H:27]1[CH2:31][CH2:30][CH2:29][N:28]1[C:32]([C:34]1[NH:35][C:36](=[O:40])[CH:37]=[CH:38][CH:39]=1)=[O:33])=[O:26].[F:1][C:2]([F:7])([F:6])[C:3]([O-:5])=[O:4]. (6) Given the reactants [CH:1]1([CH:6]2[CH2:14][C:13]3[C:8](=[C:9]([CH3:32])[C:10]([CH3:31])=[C:11]([O:15][CH2:16][C:17]4[CH:22]=[CH:21][CH:20]=[C:19](B5OCC(C)(C)CO5)[CH:18]=4)[CH:12]=3)[C:7]2=[O:33])[CH2:5][CH2:4][CH2:3][CH2:2]1.Br[C:35]1[CH:36]=[C:37]([C:45]([O:47]C)=[O:46])[C:38](=[CH:43][CH:44]=1)[C:39]([O:41]C)=[O:40], predict the reaction product. The product is: [CH:1]1([CH:6]2[CH2:14][C:13]3[C:8](=[C:9]([CH3:32])[C:10]([CH3:31])=[C:11]([O:15][CH2:16][C:17]4[CH:18]=[C:19]([C:35]5[CH:44]=[CH:43][C:38]([C:39]([OH:41])=[O:40])=[C:37]([C:45]([OH:47])=[O:46])[CH:36]=5)[CH:20]=[CH:21][CH:22]=4)[CH:12]=3)[C:7]2=[O:33])[CH2:5][CH2:4][CH2:3][CH2:2]1.